From a dataset of Catalyst prediction with 721,799 reactions and 888 catalyst types from USPTO. Predict which catalyst facilitates the given reaction. (1) Reactant: [CH2:1]([N:4]([CH2:29][CH2:30][CH3:31])[CH2:5][CH2:6][CH2:7][CH2:8][NH:9][C:10]([C:12]1[N:13]=[C:14]2[CH2:19][CH2:18][CH:17]([CH2:20][NH:21][CH2:22][C:23]3[NH:24][CH:25]=[CH:26][N:27]=3)[CH2:16][N:15]2[CH:28]=1)=[O:11])[CH2:2][CH3:3].[CH3:32][N:33]1[CH:37]=[CH:36][N:35]=[C:34]1[CH:38]=O.C([BH3-])#N.[Na+].C(=O)([O-])O.[Na+]. Product: [CH2:29]([N:4]([CH2:1][CH2:2][CH3:3])[CH2:5][CH2:6][CH2:7][CH2:8][NH:9][C:10]([C:12]1[N:13]=[C:14]2[CH2:19][CH2:18][CH:17]([CH2:20][N:21]([CH2:22][C:23]3[NH:24][CH:25]=[CH:26][N:27]=3)[CH2:38][C:34]3[N:33]([CH3:32])[CH:37]=[CH:36][N:35]=3)[CH2:16][N:15]2[CH:28]=1)=[O:11])[CH2:30][CH3:31]. The catalyst class is: 130. (2) The catalyst class is: 351. Reactant: [F:1][C:2]1[C:7]([F:8])=[CH:6][CH:5]=[CH:4][C:3]=1[C:9]1[N:42]=[C:12]2[CH:13]=[N:14][N:15]([CH:17]([C:22]3[CH:23]=[N:24][C:25]([C:28]4[CH:33]=[CH:32][C:31]([O:34][CH2:35][CH2:36][CH3:37])=[CH:30][C:29]=4[C:38]([F:41])([F:40])[F:39])=[CH:26][CH:27]=3)[C:18]([O:20][CH3:21])=[O:19])[CH:16]=[C:11]2[N:10]=1.[C:43]([O-])([O-])=O.[K+].[K+].CC(O)=O. Product: [F:1][C:2]1[C:7]([F:8])=[CH:6][CH:5]=[CH:4][C:3]=1[C:9]1[N:42]=[C:12]2[CH:13]=[N:14][N:15]([CH:17]([C:22]3[CH:23]=[N:24][C:25]([C:28]4[CH:33]=[CH:32][C:31]([O:34][CH2:35][CH2:36][CH3:37])=[CH:30][C:29]=4[C:38]([F:41])([F:40])[F:39])=[CH:26][CH:27]=3)[C:18]([O:20][CH2:21][CH3:43])=[O:19])[CH:16]=[C:11]2[N:10]=1. (3) Reactant: [F:1][CH:2]([F:24])[O:3][CH2:4][C@@H:5]([O:7][C:8]1[CH:9]=[C:10]([CH:20]=[C:21]([OH:23])[CH:22]=1)[C:11]([NH:13][C:14]1[CH:18]=[CH:17][N:16]([CH3:19])[N:15]=1)=[O:12])[CH3:6].Cl[C:26]1[N:38]=[CH:37][C:29]2[C:30](=[O:36])[N:31]([CH3:35])[CH2:32][CH2:33][O:34][C:28]=2[CH:27]=1.C(=O)([O-])[O-].[K+].[K+]. Product: [F:24][CH:2]([F:1])[O:3][CH2:4][C@@H:5]([O:7][C:8]1[CH:9]=[C:10]([CH:20]=[C:21]([O:23][C:26]2[N:38]=[CH:37][C:29]3[C:30](=[O:36])[N:31]([CH3:35])[CH2:32][CH2:33][O:34][C:28]=3[CH:27]=2)[CH:22]=1)[C:11]([NH:13][C:14]1[CH:18]=[CH:17][N:16]([CH3:19])[N:15]=1)=[O:12])[CH3:6]. The catalyst class is: 10. (4) Reactant: C(N(CC)CC)C.[OH:8][C:9]1[CH:14]=[CH:13][C:12]([C:15]2[CH2:19][C:18]([C:21]([F:24])([F:23])[F:22])([OH:20])[O:17][N:16]=2)=[CH:11][CH:10]=1.[C:25]1([S:31](Cl)(=[O:33])=[O:32])[CH:30]=[CH:29][CH:28]=[CH:27][CH:26]=1. Product: [OH:20][C:18]1([C:21]([F:24])([F:23])[F:22])[O:17][N:16]=[C:15]([C:12]2[CH:11]=[CH:10][C:9]([O:8][S:31]([C:25]3[CH:30]=[CH:29][CH:28]=[CH:27][CH:26]=3)(=[O:33])=[O:32])=[CH:14][CH:13]=2)[CH2:19]1. The catalyst class is: 2. (5) Reactant: [C:1]([C:3]1[CH:8]=[CH:7][C:6]([N:9](CC)[C:10](=O)[CH3:11])=[CH:5][CH:4]=1)#[N:2].C(=O)([O-])[O-].[K+].[K+]. Product: [CH2:10]([NH:9][C:6]1[CH:7]=[CH:8][C:3]([C:1]#[N:2])=[CH:4][CH:5]=1)[CH3:11]. The catalyst class is: 33. (6) Reactant: [CH3:1][C:2]1([CH3:24])[CH2:7][N:6]([C:8]2[CH:13]=[CH:12][C:11]([N+:14]([O-])=O)=[CH:10][CH:9]=2)[CH2:5][CH2:4][N:3]1[C:17]([O:19][C:20]([CH3:23])([CH3:22])[CH3:21])=[O:18].[Cl-].[NH4+]. Product: [NH2:14][C:11]1[CH:12]=[CH:13][C:8]([N:6]2[CH2:5][CH2:4][N:3]([C:17]([O:19][C:20]([CH3:23])([CH3:22])[CH3:21])=[O:18])[C:2]([CH3:24])([CH3:1])[CH2:7]2)=[CH:9][CH:10]=1. The catalyst class is: 490. (7) Reactant: C[O-].[Na+].C([O:12][CH2:13][C@H:14]1[CH2:18][N:17]([C:19]([O:21][C:22]([CH3:25])([CH3:24])[CH3:23])=[O:20])[CH2:16][C@@H:15]1[O:26][Si:27]([C:30]([CH3:33])([CH3:32])[CH3:31])([CH3:29])[CH3:28])(=O)C1C=CC=CC=1. Product: [Si:27]([O:26][C@@H:15]1[C@@H:14]([CH2:13][OH:12])[CH2:18][N:17]([C:19]([O:21][C:22]([CH3:25])([CH3:24])[CH3:23])=[O:20])[CH2:16]1)([C:30]([CH3:33])([CH3:32])[CH3:31])([CH3:29])[CH3:28]. The catalyst class is: 254.